Regression/Classification. Given a drug SMILES string, predict its absorption, distribution, metabolism, or excretion properties. Task type varies by dataset: regression for continuous measurements (e.g., permeability, clearance, half-life) or binary classification for categorical outcomes (e.g., BBB penetration, CYP inhibition). For this dataset (lipophilicity_astrazeneca), we predict Y. From a dataset of Experimental lipophilicity measurements (octanol/water distribution) for 4,200 compounds from AstraZeneca. (1) The molecule is CN1CCCC1CCOC(C)(c1ccccc1)c1ccc(Cl)cc1. The Y is 3.04 logD. (2) The drug is Clc1ccc2nsnc2c1NC1=NCCN1. The Y is 0.710 logD. (3) The compound is O=C(Nc1ccc(F)cc1)c1cccnc1Oc1ccccc1. The Y is 3.19 logD. (4) The molecule is CC(C)Cn1c(=O)n(C)c(=O)c2c(C(=O)N(C)C)c(Cc3ccccc3C(F)(F)F)sc21. The Y is 2.90 logD. (5) The Y is 2.99 logD. The compound is Cn1c(C(=O)O)c(CCCOc2cccc3ccccc23)c2ccccc21. (6) The drug is O=C(Nc1ccncc1)c1cccc2ccccc12. The Y is 3.10 logD. (7) The molecule is CNc1c(Br)cnc2[nH]c(-c3ccnc(N)c3)nc12. The Y is 2.83 logD.